Dataset: M1 muscarinic receptor antagonist screen with 61,756 compounds. Task: Binary Classification. Given a drug SMILES string, predict its activity (active/inactive) in a high-throughput screening assay against a specified biological target. (1) The drug is O=C1N(CCC1)CCCNC(=O)CCn1c2c(oc1=O)cccc2. The result is 0 (inactive). (2) The molecule is Brc1cc(C(=O)Nc2ccncc2)cnc1. The result is 0 (inactive). (3) The drug is S(=O)(=O)(N1CC(CC1=O)c1ccccc1)c1cc(ccc1)C(=O)Nc1noc(c1)C. The result is 0 (inactive). (4) The compound is o1c2CC(CC(=O)c2c(c1C(=O)Nc1ccc(cc1)C)C)(C)C. The result is 0 (inactive). (5) The molecule is Fc1c(C(=O)N2CCc3c2cccc3)c(F)c(F)c(F)c1F. The result is 0 (inactive). (6) The molecule is S(=O)(=O)(N1CCC2(OCCO2)CC1)c1cc2c([nH]cc(c2=O)C(=O)N2CCOCC2)cc1. The result is 0 (inactive). (7) The compound is O=C(NC1CC2N(C(C1)CCC2)CCC)c1c(OCC)cccc1. The result is 1 (active). (8) The drug is O1C(Cc2c(C1)c(nc(NCc1occc1)c2C#N)c1occc1)(C)C. The result is 0 (inactive).